This data is from Full USPTO retrosynthesis dataset with 1.9M reactions from patents (1976-2016). The task is: Predict the reactants needed to synthesize the given product. (1) Given the product [O:1]1[CH2:6][CH2:5][N:4]([C:7]2[N:8]([CH2:24][CH3:25])[C:9]3[C:14]([C:15](=[O:20])[C:16]=2[C:17]([NH2:19])=[O:18])=[CH:13][C:12]([NH2:21])=[CH:11][N:10]=3)[CH2:3][CH2:2]1, predict the reactants needed to synthesize it. The reactants are: [O:1]1[CH2:6][CH2:5][N:4]([C:7]2[N:8]([CH2:24][CH3:25])[C:9]3[C:14]([C:15](=[O:20])[C:16]=2[C:17]([NH2:19])=[O:18])=[CH:13][C:12]([N+:21]([O-])=O)=[CH:11][N:10]=3)[CH2:3][CH2:2]1. (2) Given the product [F:1][C:2]1[CH:27]=[CH:26][CH:25]=[CH:24][C:3]=1[O:4][C:5]1[N:6]=[CH:7][C:8]2[N:13]=[C:12]([C:14]3[CH:15]=[C:16]([CH3:23])[C:17]([OH:21])=[C:18]([CH3:20])[CH:19]=3)[O:11][C:9]=2[N:10]=1, predict the reactants needed to synthesize it. The reactants are: [F:1][C:2]1[CH:27]=[CH:26][CH:25]=[CH:24][C:3]=1[O:4][C:5]1[N:6]=[CH:7][C:8]2[N:13]=[C:12]([C:14]3[CH:19]=[C:18]([CH3:20])[C:17]([O:21]C)=[C:16]([CH3:23])[CH:15]=3)[O:11][C:9]=2[N:10]=1.B(Br)(Br)Br.C(=O)([O-])O.[Na+].